From a dataset of Forward reaction prediction with 1.9M reactions from USPTO patents (1976-2016). Predict the product of the given reaction. Given the reactants [OH-].[Na+].[F:3][CH2:4][O:5][C:6]1[CH:7]=[CH:8][C:9]([C:12]([O:14]C)=[O:13])=[N:10][CH:11]=1.Cl.[Na+].[Cl-], predict the reaction product. The product is: [F:3][CH2:4][O:5][C:6]1[CH:7]=[CH:8][C:9]([C:12]([OH:14])=[O:13])=[N:10][CH:11]=1.